Dataset: Full USPTO retrosynthesis dataset with 1.9M reactions from patents (1976-2016). Task: Predict the reactants needed to synthesize the given product. (1) Given the product [C:1]([OH:5])(=[O:4])[CH:2]=[CH2:3].[NH2:26][C:1]([O:5][CH2:6][CH3:7])=[O:4].[CH2:18]([CH2:17][CH2:16][N:50]=[C:51]=[O:52])[CH2:35][CH2:36][CH2:37][N:38]=[C:39]=[O:40].[CH2:18]([CH2:17][CH2:16][N:38]=[C:39]=[O:40])[CH2:23][CH2:24][CH2:25][N:26]=[C:27]=[O:28].[CH2:18]([CH2:17][CH2:16][N:26]=[C:27]=[O:28])[CH2:47][CH2:48][CH2:49][N:50]=[C:51]=[O:52].[C:16]([O:15][CH2:14][C:7]([CH2:20][OH:21])([CH2:8][O:9][C:10](=[O:13])[CH:11]=[CH2:12])[CH2:6][O:5][C:1](=[O:4])[CH:2]=[CH2:3])(=[O:19])[CH:17]=[CH2:18], predict the reactants needed to synthesize it. The reactants are: [C:1]([O:5][CH2:6][C:7]([CH2:20][OH:21])([CH2:14][O:15][C:16](=[O:19])[CH:17]=[CH2:18])[CH2:8][O:9][C:10](=[O:13])[CH:11]=[CH2:12])(=[O:4])[CH:2]=[CH2:3].[CH2:47]([CH2:48][CH2:49][N:50]=[C:51]=[O:52])[CH2:23][CH2:24][CH2:25][N:26]=[C:27]=[O:28].[CH2:35]([CH2:36][CH2:37][N:38]=[C:39]=[O:40])[CH2:35][CH2:36][CH2:37][N:38]=[C:39]=[O:40].[CH2:23]([CH2:24][CH2:25][N:26]=[C:27]=[O:28])[CH2:47][CH2:48][CH2:49][N:50]=[C:51]=[O:52].COC1C=CC(O)=CC=1.C([O-])(=O)CCCCCCCCCCC.C([O-])(=O)CCCCCCCCCCC.C([Sn+2]CCCC)CCC. (2) Given the product [C:1]([O:5][C:6](=[O:20])[NH:7][CH2:8][CH2:9][NH:10][C:11]1[CH:16]=[CH:15][CH:14]=[CH:13][C:12]=1[NH2:17])([CH3:4])([CH3:2])[CH3:3], predict the reactants needed to synthesize it. The reactants are: [C:1]([O:5][C:6](=[O:20])[NH:7][CH2:8][CH2:9][NH:10][C:11]1[CH:16]=[CH:15][CH:14]=[CH:13][C:12]=1[N+:17]([O-])=O)([CH3:4])([CH3:3])[CH3:2].NN.[O-]S([O-])(=O)=O.[Mg+2]. (3) Given the product [Cl:2][CH2:3][CH2:4][N:5]([CH2:6][CH2:7][Cl:8])[C:9](=[O:10])[O:11][C:12]([CH3:15])([CH3:14])[CH3:13], predict the reactants needed to synthesize it. The reactants are: Cl.[Cl:2][CH2:3][CH2:4][NH:5][CH2:6][CH2:7][Cl:8].[C:9](O[C:9]([O:11][C:12]([CH3:15])([CH3:14])[CH3:13])=[O:10])([O:11][C:12]([CH3:15])([CH3:14])[CH3:13])=[O:10].C(Cl)Cl. (4) Given the product [ClH:1].[Cl:1][C:2]1[CH:3]=[C:4]([C@@H:8]([OH:39])[CH2:9][NH:10][CH2:18][CH2:19][C:20]2[CH:21]=[CH:22][C:23]([S:26]([C:29]3[CH:30]=[CH:31][C:32]([O:35][CH2:36][CH2:37][OH:38])=[CH:33][CH:34]=3)(=[O:27])=[O:28])=[CH:24][CH:25]=2)[CH:5]=[CH:6][CH:7]=1, predict the reactants needed to synthesize it. The reactants are: [Cl:1][C:2]1[CH:3]=[C:4]([C@@H:8]([OH:39])[CH2:9][N:10]([CH2:18][CH2:19][C:20]2[CH:25]=[CH:24][C:23]([S:26]([C:29]3[CH:34]=[CH:33][C:32]([O:35][CH2:36][CH2:37][OH:38])=[CH:31][CH:30]=3)(=[O:28])=[O:27])=[CH:22][CH:21]=2)C(=O)OC(C)(C)C)[CH:5]=[CH:6][CH:7]=1.Cl.C(=O)([O-])O.[Na+]. (5) Given the product [NH2:33][C:28]1[O:29][C@H:30]2[C@@H:32]([C@:26]([C:24]3[CH:25]=[C:20]([NH:19][C:4](=[O:6])[C:3]4[C:7]([F:12])=[CH:8][C:9]([F:11])=[CH:10][C:2]=4[F:1])[CH:21]=[CH:22][C:23]=3[F:37])([CH:34]([F:35])[F:36])[N:27]=1)[CH2:31]2, predict the reactants needed to synthesize it. The reactants are: [F:1][C:2]1[CH:10]=[C:9]([F:11])[CH:8]=[C:7]([F:12])[C:3]=1[C:4]([OH:6])=O.C(Cl)(=O)C(Cl)=O.[NH2:19][C:20]1[CH:21]=[CH:22][C:23]([F:37])=[C:24]([C@:26]2([CH:34]([F:36])[F:35])[C@@H:32]3[C@@H:30]([CH2:31]3)[O:29][C:28]([NH2:33])=[N:27]2)[CH:25]=1.C(N(C(C)C)CC)(C)C. (6) Given the product [Br:30][C:11]1[N:12]([CH:15]2[CH2:20][CH2:19][CH2:18][CH2:17][O:16]2)[C:13]2[C:9]([N:10]=1)=[C:8]([NH2:21])[N:7]=[C:6]([O:5][CH2:4][CH2:3][CH:2]([CH3:22])[CH3:1])[N:14]=2, predict the reactants needed to synthesize it. The reactants are: [CH3:1][CH:2]([CH3:22])[CH2:3][CH2:4][O:5][C:6]1[N:14]=[C:13]2[C:9]([N:10]=[CH:11][N:12]2[CH:15]2[CH2:20][CH2:19][CH2:18][CH2:17][O:16]2)=[C:8]([NH2:21])[N:7]=1.C1C(=O)N([Br:30])C(=O)C1.C(Cl)Cl.